Dataset: Reaction yield outcomes from USPTO patents with 853,638 reactions. Task: Predict the reaction yield, written as a fraction of the theoretical maximum amount of product (1.0 means a 100% yield; for example, 0.34 means a 34% yield). (1) The catalyst is C(OCC)(=O)C.CN(C=O)C. The yield is 0.640. The reactants are CC([O-])(C)C.[K+].[Cl:7][C:8]1[CH:13]=[CH:12][CH:11]=[CH:10][C:9]=1[N+:14]([O-:16])=[O:15].Cl[CH:18]([CH3:24])[C:19]([O:21][CH2:22][CH3:23])=[O:20].Cl. The product is [Cl:7][C:8]1[CH:13]=[C:12]([CH:18]([CH3:24])[C:19]([O:21][CH2:22][CH3:23])=[O:20])[CH:11]=[CH:10][C:9]=1[N+:14]([O-:16])=[O:15]. (2) The reactants are [H-].[Na+].[C:3]([C:7]1[CH:12]=[CH:11][CH:10]=[CH:9][C:8]=1[OH:13])([CH3:6])([CH3:5])[CH3:4].[CH3:14][O:15][CH2:16][CH2:17][O:18][CH2:19]Cl. The catalyst is O1CCCC1. The product is [C:3]([C:7]1[CH:12]=[CH:11][CH:10]=[CH:9][C:8]=1[O:13][CH2:14][O:15][CH2:16][CH2:17][O:18][CH3:19])([CH3:6])([CH3:4])[CH3:5]. The yield is 0.828. (3) The reactants are C([O:5][C:6]([C@H:8]1[CH2:12][CH2:11][CH2:10][N:9]1[C:13](=[O:38])[CH2:14][NH:15][C:16]1[CH:21]=[CH:20][C:19]([NH:22][CH2:23][C:24]([N:26]2[CH2:30][CH2:29][CH2:28][C@@H:27]2[C:31]([O:33]C(C)(C)C)=[O:32])=[O:25])=[CH:18][CH:17]=1)=[O:7])(C)(C)C.[F:39][C:40]([F:45])([F:44])[C:41]([OH:43])=[O:42]. No catalyst specified. The product is [F:39][C:40]([F:45])([F:44])[C:41]([OH:43])=[O:42].[C:31]([C@H:27]1[CH2:28][CH2:29][CH2:30][N:26]1[C:24](=[O:25])[CH2:23][NH:22][C:19]1[CH:20]=[CH:21][C:16]([NH:15][CH2:14][C:13]([N:9]2[CH2:10][CH2:11][CH2:12][C@@H:8]2[C:6]([OH:7])=[O:5])=[O:38])=[CH:17][CH:18]=1)([OH:33])=[O:32]. The yield is 0.780. (4) The reactants are [CH3:1][C:2]1[N:7]=[C:6]([SH:8])[N:5]=[C:4]([OH:9])[CH:3]=1.C(=O)([O-])[O-].[K+].[K+].Br[CH2:17][C:18]1[N:22]([CH2:23][CH3:24])[N:21]=[CH:20][CH:19]=1. The catalyst is CN(C=O)C. The product is [CH2:23]([N:22]1[C:18]([CH2:17][S:8][C:6]2[N:5]=[C:4]([OH:9])[CH:3]=[C:2]([CH3:1])[N:7]=2)=[CH:19][CH:20]=[N:21]1)[CH3:24]. The yield is 0.160. (5) The reactants are [NH2:1][C@@H:2]([C:5]([OH:7])=[O:6])[CH2:3][OH:4].C(=O)([O-])[O-].[K+].[K+].[CH2:14](Br)[C:15]1[CH:20]=[CH:19][CH:18]=[CH:17][CH:16]=1.O. The catalyst is C(#N)C. The product is [CH2:14]([N:1]([CH2:14][C:15]1[CH:20]=[CH:19][CH:18]=[CH:17][CH:16]=1)[C@H:2]([CH2:3][OH:4])[C:5]([O:7][CH2:14][C:15]1[CH:20]=[CH:19][CH:18]=[CH:17][CH:16]=1)=[O:6])[C:15]1[CH:20]=[CH:19][CH:18]=[CH:17][CH:16]=1. The yield is 0.880. (6) The reactants are [NH2:1][C:2]1[C:9](Br)=[CH:8][C:7]([N+:11]([O-:13])=[O:12])=[CH:6][C:3]=1[C:4]#[N:5].[CH3:14][C:15]([CH3:19])([CH3:18])[C:16]#[CH:17]. The catalyst is CCN(CC)CC.[Cu]I.Cl[Pd](Cl)([P](C1C=CC=CC=1)(C1C=CC=CC=1)C1C=CC=CC=1)[P](C1C=CC=CC=1)(C1C=CC=CC=1)C1C=CC=CC=1. The product is [NH2:1][C:2]1[C:9]([C:17]#[C:16][C:15]([CH3:19])([CH3:18])[CH3:14])=[CH:8][C:7]([N+:11]([O-:13])=[O:12])=[CH:6][C:3]=1[C:4]#[N:5]. The yield is 0.710. (7) The reactants are [NH2:1][C:2]1[C:7]([C:8]#[N:9])=[C:6]([CH:10]2[CH2:15][CH2:14][CH2:13][N:12]([C:16]([O:18][C:19]([CH3:22])([CH3:21])[CH3:20])=[O:17])[CH2:11]2)[CH:5]=[C:4]([C:23]2[C:28]([O:29][CH2:30][C:31]3[CH:36]=[CH:35][C:34]([O:37][CH3:38])=[CH:33][CH:32]=3)=[CH:27][CH:26]=[CH:25][C:24]=2[NH2:39])[N:3]=1.C(N(CC)CC)C.[C:47](OC(=O)C)(=[O:49])[CH3:48]. The catalyst is ClCCl. The product is [C:47]([NH:39][C:24]1[CH:25]=[CH:26][CH:27]=[C:28]([O:29][CH2:30][C:31]2[CH:32]=[CH:33][C:34]([O:37][CH3:38])=[CH:35][CH:36]=2)[C:23]=1[C:4]1[N:3]=[C:2]([NH2:1])[C:7]([C:8]#[N:9])=[C:6]([CH:10]2[CH2:15][CH2:14][CH2:13][N:12]([C:16]([O:18][C:19]([CH3:22])([CH3:21])[CH3:20])=[O:17])[CH2:11]2)[CH:5]=1)(=[O:49])[CH3:48]. The yield is 0.945. (8) The reactants are FC(F)(F)C(O)=O.[Cl:8][C:9]1[CH:14]=[CH:13][C:12]([N:15]([CH2:31][CH2:32][N:33]([CH2:36][CH3:37])[CH2:34][CH3:35])[C:16]([N:18]2[CH2:23][CH2:22][N:21]([C:24](OC(C)(C)C)=O)[CH2:20][CH2:19]2)=[O:17])=[CH:11][CH:10]=1.C(N(CC)C(C)C)(C)C.ClC1[C:49]2[C@H:56]([CH3:57])[CH2:55][CH2:54][C:50]=2[N:51]=[CH:52][N:53]=1. The catalyst is C(Cl)Cl.O. The product is [Cl:8][C:9]1[CH:14]=[CH:13][C:12]([N:15]([CH2:31][CH2:32][N:33]([CH2:36][CH3:37])[CH2:34][CH3:35])[C:16]([N:18]2[CH2:19][CH2:20][N:21]([C:24]3[C:49]4[C@H:56]([CH3:57])[CH2:55][CH2:54][C:50]=4[N:51]=[CH:52][N:53]=3)[CH2:22][CH2:23]2)=[O:17])=[CH:11][CH:10]=1. The yield is 0.120. (9) The reactants are [CH3:1][O:2][C:3]1[CH:8]=[CH:7][CH:6]=[CH:5][N:4]=1.[Li]C(C)(C)C.CN(C)CCN(C)C=N.[Li]CCCC.[I:28]I.C1[CH2:34][O:33]CC1. No catalyst specified. The product is [I:28][C:7]1[C:8]([CH:34]=[O:33])=[C:3]([O:2][CH3:1])[N:4]=[CH:5][CH:6]=1. The yield is 0.230. (10) The reactants are [H-].[Na+].Cl[CH2:4][CH2:5][N:6]([CH2:14][CH2:15]Cl)[C:7](=[O:13])[O:8][C:9]([CH3:12])([CH3:11])[CH3:10].[Br:17][C:18]1[CH:19]=[C:20]([CH2:25][C:26]#[N:27])[CH:21]=[C:22]([F:24])[CH:23]=1. The catalyst is CN(C=O)C. The product is [Br:17][C:18]1[CH:19]=[C:20]([C:25]2([C:26]#[N:27])[CH2:15][CH2:14][N:6]([C:7]([O:8][C:9]([CH3:12])([CH3:11])[CH3:10])=[O:13])[CH2:5][CH2:4]2)[CH:21]=[C:22]([F:24])[CH:23]=1. The yield is 0.417.